From a dataset of Catalyst prediction with 721,799 reactions and 888 catalyst types from USPTO. Predict which catalyst facilitates the given reaction. (1) Reactant: [H-].[Na+].[CH3:3][C:4]1([CH3:11])[O:8][CH:7]([CH2:9][OH:10])[CH2:6][O:5]1.[CH2:12](Br)[C:13]1[CH:18]=[CH:17][CH:16]=[CH:15][CH:14]=1.O. Product: [CH2:12]([O:10][CH2:9][C@@H:7]1[CH2:6][O:5][C:4]([CH3:11])([CH3:3])[O:8]1)[C:13]1[CH:18]=[CH:17][CH:16]=[CH:15][CH:14]=1. The catalyst class is: 627. (2) Reactant: [Cl:1][C:2]1[N:7]=[C:6](Cl)[CH:5]=[C:4]([C:9]2[CH:14]=[CH:13][CH:12]=[CH:11][CH:10]=2)[N:3]=1.CCN(C(C)C)C(C)C.Cl.[CH:25]1([NH2:29])[CH2:28][CH2:27][CH2:26]1. Product: [Cl:1][C:2]1[N:7]=[C:6]([NH:29][CH:25]2[CH2:28][CH2:27][CH2:26]2)[CH:5]=[C:4]([C:9]2[CH:14]=[CH:13][CH:12]=[CH:11][CH:10]=2)[N:3]=1. The catalyst class is: 5.